Dataset: Retrosynthesis with 50K atom-mapped reactions and 10 reaction types from USPTO. Task: Predict the reactants needed to synthesize the given product. (1) Given the product CC1(COc2ccc(Br)c(F)c2)COC1, predict the reactants needed to synthesize it. The reactants are: CC1(CO)COC1.Oc1ccc(Br)c(F)c1. (2) Given the product CCN1CCC(N2CC(Cc3ccc(F)cc3)c3ccccc32)CC1, predict the reactants needed to synthesize it. The reactants are: CCN1CCC(=O)CC1.Fc1ccc(CC2CNc3ccccc32)cc1. (3) Given the product CSc1ccc(C=C2C(=O)Nc3ccccc32)s1, predict the reactants needed to synthesize it. The reactants are: CSc1ccc(C=O)s1.O=C1Cc2ccccc2N1. (4) Given the product O=C1OCc2cc(C(=O)N3CCOCC3)ccc21, predict the reactants needed to synthesize it. The reactants are: C1COCCN1.O=C(Cl)c1ccc2c(c1)COC2=O. (5) Given the product Cc1nsc(-c2ccc(N3CCC4(CCc5ccccc54)CC3)nn2)n1, predict the reactants needed to synthesize it. The reactants are: Cc1nsc(-c2ccc(Cl)nn2)n1.c1ccc2c(c1)CCC21CCNCC1. (6) Given the product Cc1ccccc1NC(=O)Nc1ccc(CC(=O)O)cc1, predict the reactants needed to synthesize it. The reactants are: Cc1ccccc1N=C=O.Nc1ccc(CC(=O)O)cc1. (7) Given the product NNc1c(S(=O)(=O)C(F)(F)F)cnn1-c1c(Cl)cc(C(F)(F)F)cc1Cl, predict the reactants needed to synthesize it. The reactants are: NN.O=S(=O)(c1cnn(-c2c(Cl)cc(C(F)(F)F)cc2Cl)c1Br)C(F)(F)F.